From a dataset of Forward reaction prediction with 1.9M reactions from USPTO patents (1976-2016). Predict the product of the given reaction. (1) Given the reactants [Cl:1][C:2]1[CH:16]=[CH:15][C:14](I)=[CH:13][C:3]=1[O:4][CH2:5][C:6]([O:8][C:9]([CH3:12])([CH3:11])[CH3:10])=[O:7].[CH:18]([CH:20]=[CH2:21])=[O:19].C(=O)([O-])[O-].[Na+].[Na+].S([O-])([O-])(=O)=S.[Na+].[Na+], predict the reaction product. The product is: [Cl:1][C:2]1[CH:16]=[CH:15][C:14](/[CH:21]=[CH:20]/[CH:18]=[O:19])=[CH:13][C:3]=1[O:4][CH2:5][C:6]([O:8][C:9]([CH3:12])([CH3:11])[CH3:10])=[O:7]. (2) Given the reactants [O:1]=[C:2]1[C:10](=[O:11])[C:9]2[C:4](=[CH:5][CH:6]=[C:7]([S:12][CH2:13][CH2:14][C:15]3[CH:25]=[CH:24][C:18]([C:19]([O:21]CC)=[O:20])=[CH:17][CH:16]=3)[CH:8]=2)[N:3]1[CH2:26][CH2:27][CH2:28][CH2:29][CH3:30].C(=O)([O-])[O-].[K+].[K+], predict the reaction product. The product is: [O:1]=[C:2]1[C:10](=[O:11])[C:9]2[C:4](=[CH:5][CH:6]=[C:7]([S:12][CH2:13][CH2:14][C:15]3[CH:25]=[CH:24][C:18]([C:19]([OH:21])=[O:20])=[CH:17][CH:16]=3)[CH:8]=2)[N:3]1[CH2:26][CH2:27][CH2:28][CH2:29][CH3:30].